This data is from Catalyst prediction with 721,799 reactions and 888 catalyst types from USPTO. The task is: Predict which catalyst facilitates the given reaction. (1) Reactant: Br[C:2]1[CH:3]=[C:4]([CH2:10][NH:11][C:12]([C:14]2[CH:19]=[C:18]([CH3:20])[CH:17]=[C:16]([C:21]([NH:23][CH2:24][C:25]3[C:26]([NH:38][CH:39]4[CH2:44][CH2:43][O:42][CH2:41][CH2:40]4)=[C:27]4[CH:35]=[N:34][N:33]([CH2:36][CH3:37])[C:28]4=[N:29][C:30]=3[CH2:31][CH3:32])=[O:22])[CH:15]=2)=[O:13])[CH:5]=[CH:6][C:7]=1[O:8][CH3:9].[CH3:45][C@H:46]1[CH2:51][N:50]([CH2:52][C:53]2[CH:58]=[CH:57][CH:56]=[C:55](B3OC(C)(C)C(C)(C)O3)[CH:54]=2)[CH2:49][CH2:48][N:47]1C(OC(C)(C)C)=O.C(=O)([O-])[O-].[K+].[K+]. Product: [CH2:36]([N:33]1[C:28]2=[N:29][C:30]([CH2:31][CH3:32])=[C:25]([CH2:24][NH:23][C:21]([C:16]3[CH:17]=[C:18]([CH3:20])[CH:19]=[C:14]([C:12]([NH:11][CH2:10][C:4]4[CH:3]=[C:2]([C:55]5[CH:56]=[CH:57][CH:58]=[C:53]([CH2:52][N:50]6[CH2:49][CH2:48][NH:47][C@@H:46]([CH3:45])[CH2:51]6)[CH:54]=5)[C:7]([O:8][CH3:9])=[CH:6][CH:5]=4)=[O:13])[CH:15]=3)=[O:22])[C:26]([NH:38][CH:39]3[CH2:44][CH2:43][O:42][CH2:41][CH2:40]3)=[C:27]2[CH:35]=[N:34]1)[CH3:37]. The catalyst class is: 73. (2) The catalyst class is: 23. Reactant: [F:1][C:2]1[C:10]([C:11]#[N:12])=[C:9]2[C:5]([C:6]([CH:13]=O)=[CH:7][NH:8]2)=[CH:4][CH:3]=1.C1(P(=[CH:34][C:35]([O:37][CH2:38][CH3:39])=[O:36])(C2C=CC=CC=2)C2C=CC=CC=2)C=CC=CC=1. Product: [C:11]([C:10]1[C:2]([F:1])=[CH:3][CH:4]=[C:5]2[C:9]=1[NH:8][CH:7]=[C:6]2/[CH:13]=[CH:34]/[C:35]([O:37][CH2:38][CH3:39])=[O:36])#[N:12]. (3) The catalyst class is: 9. Product: [CH3:38][C:37]1[C:23]([CH3:22])=[CH:24][C:25]2[NH:29][C:28]([C:30]3[C:34]([NH:35][C:45](=[O:46])[CH2:44][N:39]4[CH:43]=[N:42][N:41]=[N:40]4)=[CH:33][NH:32][N:31]=3)=[N:27][C:26]=2[CH:36]=1. Reactant: Cl.CN(C)CCCN=C=NCC.C(N(C(C)C)CC)(C)C.[CH3:22][C:23]1[C:37]([CH3:38])=[CH:36][C:26]2[NH:27][C:28]([C:30]3[C:34]([NH2:35])=[CH:33][NH:32][N:31]=3)=[N:29][C:25]=2[CH:24]=1.[N:39]1([CH2:44][C:45](O)=[O:46])[CH:43]=[N:42][N:41]=[N:40]1.